This data is from Catalyst prediction with 721,799 reactions and 888 catalyst types from USPTO. The task is: Predict which catalyst facilitates the given reaction. Reactant: [CH2:1]1[C:4]2([CH2:9][CH2:8][CH2:7][N:6](C(OC(C)(C)C)=O)[CH2:5]2)[CH2:3][O:2]1.[F:17][C:18]([F:23])([F:22])[C:19]([OH:21])=[O:20]. Product: [F:17][C:18]([F:23])([F:22])[C:19]([OH:21])=[O:20].[CH2:1]1[C:4]2([CH2:9][CH2:8][CH2:7][NH:6][CH2:5]2)[CH2:3][O:2]1. The catalyst class is: 4.